From a dataset of Peptide-MHC class I binding affinity with 185,985 pairs from IEDB/IMGT. Regression. Given a peptide amino acid sequence and an MHC pseudo amino acid sequence, predict their binding affinity value. This is MHC class I binding data. (1) The peptide sequence is FSKNILKYY. The MHC is HLA-A03:01 with pseudo-sequence HLA-A03:01. The binding affinity (normalized) is 0.0795. (2) The peptide sequence is QSYEFLGLK. The MHC is HLA-A01:01 with pseudo-sequence HLA-A01:01. The binding affinity (normalized) is 0.0847.